Task: Predict the reactants needed to synthesize the given product.. Dataset: Full USPTO retrosynthesis dataset with 1.9M reactions from patents (1976-2016) (1) Given the product [NH2:7][C:10]1[CH:11]=[CH:12][C:13]([N:16]2[C:21](=[O:22])[C:20]3[C:23]([CH2:38][N:39]([CH2:41][CH2:42][O:43][CH3:44])[CH3:40])=[C:24]([C:26]4[CH:31]=[CH:30][C:29]([NH:32][C:33]([NH:35][CH2:36][CH3:37])=[O:34])=[CH:28][CH:27]=4)[S:25][C:19]=3[N:18]([CH2:45][C:46]3[C:51]([F:52])=[CH:50][CH:49]=[CH:48][C:47]=3[F:53])[C:17]2=[O:54])=[CH:14][CH:15]=1, predict the reactants needed to synthesize it. The reactants are: Cl.C(OCC)C.[N+:7]([C:10]1[CH:15]=[CH:14][C:13]([N:16]2[C:21](=[O:22])[C:20]3[C:23]([CH2:38][N:39]([CH2:41][CH2:42][O:43][CH3:44])[CH3:40])=[C:24]([C:26]4[CH:31]=[CH:30][C:29]([NH:32][C:33]([NH:35][CH2:36][CH3:37])=[O:34])=[CH:28][CH:27]=4)[S:25][C:19]=3[N:18]([CH2:45][C:46]3[C:51]([F:52])=[CH:50][CH:49]=[CH:48][C:47]=3[F:53])[C:17]2=[O:54])=[CH:12][CH:11]=1)([O-])=O.C(=O)(O)[O-].[Na+]. (2) The reactants are: [CH2:1]([C:8]1[CH:13]=[CH:12][CH:11]=[CH:10][C:9]=1[N+:14]([O-])=O)[C:2]1[CH:7]=[CH:6][CH:5]=[CH:4][CH:3]=1. Given the product [CH2:1]([C:8]1[CH:13]=[CH:12][CH:11]=[CH:10][C:9]=1[NH2:14])[C:2]1[CH:3]=[CH:4][CH:5]=[CH:6][CH:7]=1, predict the reactants needed to synthesize it. (3) Given the product [CH3:16][C:10]1[C:9]([O:8][C:6]2[CH:5]=[CH:4][N:3]=[C:2]([NH:17][C:18]3[CH:19]=[C:20]([CH2:24][OH:25])[CH:21]=[CH:22][CH:23]=3)[CH:7]=2)=[CH:14][CH:13]=[C:12]([CH3:15])[N:11]=1, predict the reactants needed to synthesize it. The reactants are: Cl[C:2]1[CH:7]=[C:6]([O:8][C:9]2[C:10]([CH3:16])=[N:11][C:12]([CH3:15])=[CH:13][CH:14]=2)[CH:5]=[CH:4][N:3]=1.[NH2:17][C:18]1[CH:19]=[C:20]([CH2:24][OH:25])[CH:21]=[CH:22][CH:23]=1.C([O-])([O-])=O.[Cs+].[Cs+].CC1(C)C2C(=C(P(C3C=CC=CC=3)C3C=CC=CC=3)C=CC=2)OC2C(P(C3C=CC=CC=3)C3C=CC=CC=3)=CC=CC1=2. (4) Given the product [Cl:1][C:2]1[CH:3]=[C:4]([NH:12][C:13]2[N:18]=[CH:17][C:16]([CH2:19][CH2:20][C:21]3[CH:22]=[C:23]4[C:28](=[CH:29][CH:30]=3)[NH:27][C:26](=[O:39])[CH:25]=[CH:24]4)=[CH:15][N:14]=2)[CH:5]=[CH:6][C:7]=1[O:8][CH:9]([F:10])[F:11], predict the reactants needed to synthesize it. The reactants are: [Cl:1][C:2]1[CH:3]=[C:4]([NH:12][C:13]2[N:18]=[CH:17][C:16]([CH2:19][CH2:20][C:21]3[CH:22]=[C:23]4[C:28](=[CH:29][CH:30]=3)[N:27](COCC[Si](C)(C)C)[C:26](=[O:39])[CH:25]=[CH:24]4)=[CH:15][N:14]=2)[CH:5]=[CH:6][C:7]=1[O:8][CH:9]([F:11])[F:10].C(O)(C(F)(F)F)=O. (5) The reactants are: [Cr](Cl)([O-])(=O)=O.[NH+]1C=CC=CC=1.C([O-])(=O)C.[Na+].[N:17]1[CH:22]=[CH:21][CH:20]=[C:19]([CH2:23][CH2:24]O)[CH:18]=1.[C:26]([CH:31]=P(C1C=CC=CC=1)(C1C=CC=CC=1)C1C=CC=CC=1)([O:28][CH2:29]C)=[O:27]. Given the product [N:17]1[CH:22]=[CH:21][CH:20]=[C:19]([CH2:23]/[CH:24]=[CH:31]/[C:26]([O:28][CH3:29])=[O:27])[CH:18]=1, predict the reactants needed to synthesize it. (6) Given the product [CH3:26][O:27][C:28](=[O:37])[CH2:29][N:30]1[CH:34]=[C:33]([CH2:35][O:23][C:4]2[CH:5]=[CH:6][C:7]([CH:8]([CH3:22])[C:9]([OH:21])([C:14]3[CH:19]=[CH:18][N:17]=[C:16]([CH3:20])[CH:15]=3)[C:10]([F:13])([F:11])[F:12])=[C:2]([Cl:1])[CH:3]=2)[CH:32]=[N:31]1, predict the reactants needed to synthesize it. The reactants are: [Cl:1][C:2]1[CH:3]=[C:4]([OH:23])[CH:5]=[CH:6][C:7]=1[CH:8]([CH3:22])[C:9]([OH:21])([C:14]1[CH:19]=[CH:18][N:17]=[C:16]([CH3:20])[CH:15]=1)[C:10]([F:13])([F:12])[F:11].[H-].[Na+].[CH3:26][O:27][C:28](=[O:37])[CH2:29][N:30]1[CH:34]=[C:33]([CH2:35]Cl)[CH:32]=[N:31]1.[Na+].[I-].